From a dataset of Peptide-MHC class I binding affinity with 185,985 pairs from IEDB/IMGT. Regression. Given a peptide amino acid sequence and an MHC pseudo amino acid sequence, predict their binding affinity value. This is MHC class I binding data. (1) The peptide sequence is RRRIGEIFK. The MHC is HLA-A30:01 with pseudo-sequence HLA-A30:01. The binding affinity (normalized) is 0.835. (2) The MHC is HLA-B58:01 with pseudo-sequence HLA-B58:01. The binding affinity (normalized) is 0.320. The peptide sequence is RAWGRRLMI. (3) The peptide sequence is ELGFNYPEY. The MHC is HLA-A68:01 with pseudo-sequence HLA-A68:01. The binding affinity (normalized) is 0.160. (4) The peptide sequence is IRILQRALFM. The MHC is HLA-B27:05 with pseudo-sequence HLA-B27:05. The binding affinity (normalized) is 0.860. (5) The peptide sequence is AIKSNNHLT. The MHC is HLA-A02:03 with pseudo-sequence HLA-A02:03. The binding affinity (normalized) is 0.0518. (6) The peptide sequence is RTDNGGWAH. The MHC is HLA-A02:12 with pseudo-sequence HLA-A02:12. The binding affinity (normalized) is 0.0847. (7) The peptide sequence is FYTTTGIGY. The MHC is HLA-A30:02 with pseudo-sequence HLA-A30:02. The binding affinity (normalized) is 0.